From a dataset of Catalyst prediction with 721,799 reactions and 888 catalyst types from USPTO. Predict which catalyst facilitates the given reaction. (1) Reactant: [Cl:1][C:2]1[C:7]([C:8]([O:10]C(C)(C)C)=[O:9])=[CH:6][CH:5]=[C:4]([N:15]2[CH:19]=[CH:18][C:17]([O:20][CH2:21][CH:22]([CH3:24])[CH3:23])=[N:16]2)[N:3]=1.C(O)(C(F)(F)F)=O. Product: [Cl:1][C:2]1[C:7]([C:8]([OH:10])=[O:9])=[CH:6][CH:5]=[C:4]([N:15]2[CH:19]=[CH:18][C:17]([O:20][CH2:21][CH:22]([CH3:24])[CH3:23])=[N:16]2)[N:3]=1. The catalyst class is: 2. (2) Product: [N+:1]([C:4]1[CH:5]=[C:6]([CH:10]=[C:11]([C:13]([F:16])([F:15])[F:14])[CH:12]=1)[C:7]([Cl:19])=[O:8])([O-:3])=[O:2]. Reactant: [N+:1]([C:4]1[CH:5]=[C:6]([CH:10]=[C:11]([C:13]([F:16])([F:15])[F:14])[CH:12]=1)[C:7](O)=[O:8])([O-:3])=[O:2].O=S(Cl)[Cl:19].CC(=O)OCC. The catalyst class is: 2.